Dataset: Reaction yield outcomes from USPTO patents with 853,638 reactions. Task: Predict the reaction yield, written as a fraction of the theoretical maximum amount of product (1.0 means a 100% yield; for example, 0.34 means a 34% yield). (1) The reactants are [OH:1][C:2]1[CH:7]=[CH:6][C:5]([CH:8]2[CH2:10][CH:9]2[C:11]([O:13][CH3:14])=[O:12])=[CH:4][CH:3]=1.[O:15]([C:22]1[CH:23]=[C:24]([CH2:28]O)[CH:25]=[CH:26][CH:27]=1)[C:16]1[CH:21]=[CH:20][CH:19]=[CH:18][CH:17]=1.C(P(CCCC)CCCC)CCC.N(C(N1CCCCC1)=O)=NC(N1CCCCC1)=O. The catalyst is C1(C)C=CC=CC=1.CCCCCC. The product is [O:15]([C:22]1[CH:23]=[C:24]([CH:25]=[CH:26][CH:27]=1)[CH2:28][O:1][C:2]1[CH:3]=[CH:4][C:5]([CH:8]2[CH2:10][CH:9]2[C:11]([O:13][CH3:14])=[O:12])=[CH:6][CH:7]=1)[C:16]1[CH:17]=[CH:18][CH:19]=[CH:20][CH:21]=1. The yield is 0.720. (2) The reactants are Br[C:2]1[CH:3]=[CH:4][C:5]2[N:6]([N:8]=[CH:9][N:10]=2)[CH:7]=1.[Cl:11][C:12]1[CH:13]=[C:14]([CH:19]2[C:28]3[C:23](=[CH:24][C:25](B4OC(C)(C)C(C)(C)O4)=[CH:26][CH:27]=3)[C:22]([CH3:39])([CH3:38])[NH:21][CH2:20]2)[CH:15]=[CH:16][C:17]=1[Cl:18].C(=O)([O-])[O-].[Cs+].[Cs+]. The catalyst is CN(C=O)C.O.C1C=CC([PH+]([C]2[CH][CH][CH][CH]2)C2C=CC=CC=2)=CC=1.C1C=CC([PH+]([C]2[CH][CH][CH][CH]2)C2C=CC=CC=2)=CC=1.C(Cl)Cl.Cl[Pd]Cl.[Fe]. The product is [Cl:11][C:12]1[CH:13]=[C:14]([CH:19]2[C:28]3[C:23](=[CH:24][C:25]([C:2]4[CH:3]=[CH:4][C:5]5[N:6]([N:8]=[CH:9][N:10]=5)[CH:7]=4)=[CH:26][CH:27]=3)[C:22]([CH3:39])([CH3:38])[NH:21][CH2:20]2)[CH:15]=[CH:16][C:17]=1[Cl:18]. The yield is 0.500. (3) The reactants are [F:1][C:2]1[CH:7]=[CH:6][C:5]([C:8]2[C:19](=[O:20])[N:18]([CH:21]([CH3:23])[CH3:22])[C:11]3[N:12]=[C:13](SC)[N:14]=[CH:15][C:10]=3[CH:9]=2)=[CH:4][C:3]=1[N+:24]([O-:26])=[O:25].C1C=C(Cl)C=C(C(OO)=O)C=1.[NH3:38]. The catalyst is O1CCOCC1. The product is [NH2:38][C:13]1[N:14]=[CH:15][C:10]2[CH:9]=[C:8]([C:5]3[CH:6]=[CH:7][C:2]([F:1])=[C:3]([N+:24]([O-:26])=[O:25])[CH:4]=3)[C:19](=[O:20])[N:18]([CH:21]([CH3:23])[CH3:22])[C:11]=2[N:12]=1. The yield is 0.690. (4) The catalyst is C(O)C. The reactants are [Br:1][C:2]1[CH:7]=[C:6]([Cl:8])[CH:5]=[CH:4][C:3]=1[NH:9][NH2:10].O=[C:12]([CH2:17][CH3:18])[C:13]([O:15][CH3:16])=[O:14]. The yield is 0.940. The product is [CH3:16][O:15][C:13](=[O:14])/[C:12](=[N:10]\[NH:9][C:3]1[CH:4]=[CH:5][C:6]([Cl:8])=[CH:7][C:2]=1[Br:1])/[CH2:17][CH3:18]. (5) The yield is 0.420. The catalyst is O1CCCC1. The reactants are [C:1]1([C:7]([CH2:9][C:10]2[CH:15]=[CH:14][CH:13]=[CH:12][CH:11]=2)=[O:8])[CH:6]=[CH:5][CH:4]=[CH:3][CH:2]=1.CC(C)([O-])C.[K+].[Br:22][C:23]1[CH:28]=[C:27]([CH2:29]Br)[CH:26]=[CH:25][C:24]=1[I:31]. The product is [Br:22][C:23]1[CH:28]=[C:27]([CH2:29][CH:9]([C:10]2[CH:11]=[CH:12][CH:13]=[CH:14][CH:15]=2)[C:7]([C:1]2[CH:2]=[CH:3][CH:4]=[CH:5][CH:6]=2)=[O:8])[CH:26]=[CH:25][C:24]=1[I:31]. (6) The reactants are [H-].[Na+].[CH:3]1([OH:9])[CH2:8][CH2:7][CH2:6][CH2:5][CH2:4]1.Br[CH2:11][C:12]([O:14]CC)=[O:13].O. The catalyst is CN(C=O)C. The product is [CH:3]1([O:9][CH2:11][C:12]([OH:14])=[O:13])[CH2:8][CH2:7][CH2:6][CH2:5][CH2:4]1. The yield is 0.278. (7) The reactants are Cl[C:2]([O:4][C:5]1[CH:10]=[CH:9][C:8]([O:11][C:12]2[CH:17]=[CH:16][C:15]([C:18]([F:21])([F:20])[F:19])=[CH:14][N:13]=2)=[CH:7][CH:6]=1)=[O:3].[F:22][C:23]([F:37])([F:36])[C:24]1[C:25]([N:30]2[CH2:35][CH2:34][NH:33][CH2:32][CH2:31]2)=[N:26][CH:27]=[CH:28][CH:29]=1.[K+].[Br-]. No catalyst specified. The product is [F:19][C:18]([F:21])([F:20])[C:15]1[CH:16]=[CH:17][C:12]([O:11][C:8]2[CH:9]=[CH:10][C:5]([O:4][C:2]([N:33]3[CH2:34][CH2:35][N:30]([C:25]4[C:24]([C:23]([F:37])([F:22])[F:36])=[CH:29][CH:28]=[CH:27][N:26]=4)[CH2:31][CH2:32]3)=[O:3])=[CH:6][CH:7]=2)=[N:13][CH:14]=1. The yield is 0.250. (8) The reactants are [F:1][C:2]1([F:18])[CH2:11][CH2:10][C:5]2(OCC[O:6]2)[C:4]([C:12]2[N:16]([CH3:17])[N:15]=[CH:14][CH:13]=2)=[CH:3]1.Cl. The catalyst is C1COCC1. The product is [F:18][C:2]1([F:1])[CH2:11][CH2:10][C:5](=[O:6])[C:4]([C:12]2[N:16]([CH3:17])[N:15]=[CH:14][CH:13]=2)=[CH:3]1. The yield is 0.140.